Dataset: Reaction yield outcomes from USPTO patents with 853,638 reactions. Task: Predict the reaction yield, written as a fraction of the theoretical maximum amount of product (1.0 means a 100% yield; for example, 0.34 means a 34% yield). (1) The reactants are C([O:8][C@H:9]1[C@H:15]([O:16][C:17](=[O:25])[CH:18]([CH2:22][CH2:23][CH3:24])[CH2:19][CH2:20][CH3:21])[C@@H:14]([CH2:26][O:27]CC2C=CC=CC=2)[O:13][CH:11]([OH:12])[CH2:10]1)C1C=CC=CC=1.[H][H]. The catalyst is CCO.[Pd]. The product is [C:17]([O:16][C@@H:15]1[C@@H:14]([CH2:26][OH:27])[O:13][CH:11]([OH:12])[CH2:10][C@H:9]1[OH:8])(=[O:25])[CH:18]([CH2:19][CH2:20][CH3:21])[CH2:22][CH2:23][CH3:24]. The yield is 0.690. (2) The reactants are [Br:1][C:2]1[CH:7]=[CH:6][C:5]([CH:8]2[S:14][CH2:13][C:12](=O)[NH:11][C:10]3[N:16]([CH3:25])[N:17]=[C:18]([C:19]4[CH:24]=[CH:23][CH:22]=[CH:21][N:20]=4)[C:9]2=3)=[C:4]([CH3:26])[CH:3]=1.B.C1COCC1.Cl.[OH-].[Na+]. The catalyst is C1COCC1. The product is [Br:1][C:2]1[CH:7]=[CH:6][C:5]([CH:8]2[S:14][CH2:13][CH2:12][NH:11][C:10]3[N:16]([CH3:25])[N:17]=[C:18]([C:19]4[CH:24]=[CH:23][CH:22]=[CH:21][N:20]=4)[C:9]2=3)=[C:4]([CH3:26])[CH:3]=1. The yield is 0.740. (3) The reactants are [CH2:1]([Mg]Cl)[CH3:2].O1CCC[CH2:6]1.[C:10]([C:16]([O:18][CH3:19])=[O:17])#[C:11][C:12]([O:14][CH3:15])=[O:13].CI.[Cl-].[NH4+]. The catalyst is O1CCCC1.CSC.[Cu+].[Br-].CN(C)P(=O)(N(C)C)N(C)C. The product is [CH3:15][O:14][C:12](=[O:13])/[C:11](/[CH2:1][CH3:2])=[C:10](/[CH3:6])\[C:16]([O:18][CH3:19])=[O:17]. The yield is 0.140. (4) The catalyst is N1C=CC=CC=1. The reactants are [NH2:1][C:2]1[S:3][C:4]2[C:10]([N+:11]([O-:13])=[O:12])=[C:9]([O:14][C:15]3[CH:16]=[C:17]([NH:21][C:22](=[O:34])[C:23]4[CH:28]=[CH:27][CH:26]=[C:25]([C:29]([C:32]#[N:33])([CH3:31])[CH3:30])[CH:24]=4)[CH:18]=[CH:19][CH:20]=3)[CH:8]=[CH:7][C:5]=2[N:6]=1.[CH:35]1([C:38](Cl)=[O:39])[CH2:37][CH2:36]1. The product is [C:32]([C:29]([C:25]1[CH:24]=[C:23]([CH:28]=[CH:27][CH:26]=1)[C:22]([NH:21][C:17]1[CH:18]=[CH:19][CH:20]=[C:15]([O:14][C:9]2[CH:8]=[CH:7][C:5]3[N:6]=[C:2]([NH:1][C:38]([CH:35]4[CH2:37][CH2:36]4)=[O:39])[S:3][C:4]=3[C:10]=2[N+:11]([O-:13])=[O:12])[CH:16]=1)=[O:34])([CH3:30])[CH3:31])#[N:33]. The yield is 0.790. (5) The product is [NH2:1][C:2]1[N:7]=[CH:6][N:5]=[C:4]2[N:8]([CH:12]([C:14]3[O:15][C:16](=[O:30])[C:17]4[C:22]([C:23]=3[C:24]3[CH:29]=[CH:28][CH:27]=[CH:26][CH:25]=3)=[CH:21][CH:20]=[CH:19][CH:18]=4)[CH3:13])[N:9]=[C:10]([C:41]3[CH:42]=[N:43][C:44]([C:45]([F:47])([F:48])[F:46])=[C:39]([OH:38])[CH:40]=3)[C:3]=12. The catalyst is CC(O)C.[Pd]. The yield is 0.518. The reactants are [NH2:1][C:2]1[N:7]=[CH:6][N:5]=[C:4]2[N:8]([CH:12]([C:14]3[O:15][C:16](=[O:30])[C:17]4[C:22]([C:23]=3[C:24]3[CH:29]=[CH:28][CH:27]=[CH:26][CH:25]=3)=[CH:21][CH:20]=[CH:19][CH:18]=4)[CH3:13])[N:9]=[C:10](I)[C:3]=12.C([O:38][C:39]1[CH:40]=[C:41](B(O)O)[CH:42]=[N:43][C:44]=1[C:45]([F:48])([F:47])[F:46])C1C=CC=CC=1.Cl.[H][H]. (6) The reactants are [Br:1][C:2]1[CH:10]=[CH:9][CH:8]=[C:7]2[C:3]=1[CH:4]=[CH:5][NH:6]2.[C:11]1([CH3:21])[CH:16]=[CH:15][C:14]([S:17](Cl)(=[O:19])=[O:18])=[CH:13][CH:12]=1.[OH-].[Na+]. The catalyst is S([O-])(O)(=O)=O.C([N+](CCCC)(CCCC)CCCC)CCC.C(Cl)Cl.O. The product is [Br:1][C:2]1[CH:10]=[CH:9][CH:8]=[C:7]2[C:3]=1[CH:4]=[CH:5][N:6]2[S:17]([C:14]1[CH:15]=[CH:16][C:11]([CH3:21])=[CH:12][CH:13]=1)(=[O:19])=[O:18]. The yield is 0.940. (7) The reactants are [O:1]1[CH:5]=[CH:4][CH:3]=[C:2]1[CH2:6][NH:7][S:8]([C:11]1[CH:19]=[CH:18][C:14]([C:15]([OH:17])=[O:16])=[CH:13][CH:12]=1)(=[O:10])=[O:9].[CH3:20][O:21][C:22]1[CH:29]=[CH:28][C:25]([CH2:26]Cl)=[CH:24][CH:23]=1.[C:30](=[O:33])([O-])[O-].[Cs+].[Cs+]. The catalyst is CN(C=O)C.O. The product is [O:1]1[CH:5]=[CH:4][CH:3]=[C:2]1[CH2:6][N:7]([CH2:15][C:14]1[CH:18]=[CH:19][C:11]([O:33][CH3:30])=[CH:12][CH:13]=1)[S:8]([C:11]1[CH:19]=[CH:18][C:14]([C:15]([O:17][CH2:26][C:25]2[CH:28]=[CH:29][C:22]([O:21][CH3:20])=[CH:23][CH:24]=2)=[O:16])=[CH:13][CH:12]=1)(=[O:10])=[O:9]. The yield is 0.800. (8) The reactants are [Br:1][C:2]1[C:6]2=[N:7][CH:8]=[C:9]([CH2:11][CH3:12])[CH:10]=[C:5]2[S:4][C:3]=1[C:13]([O:15]C)=[O:14].[Li+].[OH-].C1COCC1.CO.O. No catalyst specified. The product is [Br:1][C:2]1[C:6]2=[N:7][CH:8]=[C:9]([CH2:11][CH3:12])[CH:10]=[C:5]2[S:4][C:3]=1[C:13]([OH:15])=[O:14]. The yield is 0.980.